From a dataset of Catalyst prediction with 721,799 reactions and 888 catalyst types from USPTO. Predict which catalyst facilitates the given reaction. (1) Reactant: [Cl:1][C:2]1[CH:43]=[CH:42][CH:41]=[C:40]([Cl:44])[C:3]=1[C:4]([NH:6][C@H:7]([C:36]([O:38][CH3:39])=[O:37])[CH2:8][C:9]1[CH:35]=[CH:34][C:12]([O:13][CH2:14][CH:15]([C:17]2[N:26]=[C:25]3[C:20]([CH2:21][CH2:22][CH2:23][N:24]3C(OC(C)(C)C)=O)=[CH:19][CH:18]=2)[CH3:16])=[CH:11][CH:10]=1)=[O:5]. Product: [Cl:1][C:2]1[CH:43]=[CH:42][CH:41]=[C:40]([Cl:44])[C:3]=1[C:4]([NH:6][C@H:7]([C:36]([O:38][CH3:39])=[O:37])[CH2:8][C:9]1[CH:10]=[CH:11][C:12]([O:13][CH2:14][CH:15]([C:17]2[CH:18]=[CH:19][C:20]3[CH2:21][CH2:22][CH2:23][NH:24][C:25]=3[N:26]=2)[CH3:16])=[CH:34][CH:35]=1)=[O:5]. The catalyst class is: 137. (2) Reactant: [Br:1][C:2]1[C:12](Br)=[C:5]2[C:6]([CH3:11])=[N:7][C:8]([CH3:10])=[CH:9][N:4]2[N:3]=1.C([Mg]Cl)(C)C. Product: [Br:1][C:2]1[CH:12]=[C:5]2[C:6]([CH3:11])=[N:7][C:8]([CH3:10])=[CH:9][N:4]2[N:3]=1. The catalyst class is: 1. (3) Reactant: [NH2:1][C:2]1[C:6]2[CH:7]=[C:8]([C:11]([O:13]C)=[O:12])[CH:9]=[CH:10][C:5]=2[O:4][C:3]=1[C:15]([NH:17][C:18]1[CH:23]=[CH:22][C:21]([Cl:24])=[CH:20][N:19]=1)=[O:16].CO.[OH-].[Na+]. Product: [NH2:1][C:2]1[C:6]2[CH:7]=[C:8]([C:11]([OH:13])=[O:12])[CH:9]=[CH:10][C:5]=2[O:4][C:3]=1[C:15]([NH:17][C:18]1[CH:23]=[CH:22][C:21]([Cl:24])=[CH:20][N:19]=1)=[O:16]. The catalyst class is: 7. (4) Reactant: [C:1]([C:3]1[C:4]([N:15]2[CH2:20][CH2:19][CH:18]([CH2:21][C:22](O)=[O:23])[CH2:17][CH2:16]2)=[N:5][C:6]([CH3:14])=[C:7]([C:9]([O:11][CH2:12][CH3:13])=[O:10])[CH:8]=1)#[N:2].CCN=C=NCCCN(C)C.[CH:36]1[CH:37]=[CH:38][C:39]2N(O)N=[N:42][C:40]=2[CH:41]=1.NC1C=CC=CC=1.CCN(C(C)C)C(C)C. Product: [NH:42]([C:22](=[O:23])[CH2:21][CH:18]1[CH2:17][CH2:16][N:15]([C:4]2[C:3]([C:1]#[N:2])=[CH:8][C:7]([C:9]([O:11][CH2:12][CH3:13])=[O:10])=[C:6]([CH3:14])[N:5]=2)[CH2:20][CH2:19]1)[C:40]1[CH:41]=[CH:36][CH:37]=[CH:38][CH:39]=1. The catalyst class is: 91. (5) Reactant: [CH2:1]([O:3][C:4](=[O:21])[C:5]1[CH:10]=[C:9](Br)[C:8]([O:12][CH2:13][CH:14]2[CH2:16][CH2:15]2)=[N:7][C:6]=1[C:17]([F:20])([F:19])[F:18])[CH3:2].[Cl:22][C:23]1[CH:28]=[CH:27][C:26](B(O)O)=[CH:25][CH:24]=1.C(=O)([O-])[O-].[Na+].[Na+].O. Product: [CH2:1]([O:3][C:4](=[O:21])[C:5]1[CH:10]=[C:9]([C:26]2[CH:27]=[CH:28][C:23]([Cl:22])=[CH:24][CH:25]=2)[C:8]([O:12][CH2:13][CH:14]2[CH2:16][CH2:15]2)=[N:7][C:6]=1[C:17]([F:20])([F:19])[F:18])[CH3:2]. The catalyst class is: 368.